From a dataset of Reaction yield outcomes from USPTO patents with 853,638 reactions. Predict the reaction yield, written as a fraction of the theoretical maximum amount of product (1.0 means a 100% yield; for example, 0.34 means a 34% yield). The reactants are [CH3:1][N:2]1[CH:6]=[CH:5][C:4]([C:7]([F:13])([F:12])[C:8]([F:11])([F:10])[F:9])=[N:3]1.C([N-]C(C)C)(C)C.[Li+].[C:22](=[O:24])=[O:23].[OH-].[Na+]. The catalyst is C(OCC)C.C1COCC1.CCCCCCC.O. The product is [CH3:1][N:2]1[C:6]([C:22]([OH:24])=[O:23])=[CH:5][C:4]([C:7]([F:12])([F:13])[C:8]([F:9])([F:10])[F:11])=[N:3]1. The yield is 0.177.